This data is from Reaction yield outcomes from USPTO patents with 853,638 reactions. The task is: Predict the reaction yield, written as a fraction of the theoretical maximum amount of product (1.0 means a 100% yield; for example, 0.34 means a 34% yield). (1) The reactants are [C:1]1([N:7]=[C:8]=[O:9])[CH:6]=[CH:5][CH:4]=[CH:3][CH:2]=1.[NH2:10][C:11]1[CH:12]=[C:13]([CH:29]=[CH:30][CH:31]=1)[CH2:14][NH:15][C:16]1[C:25]2[C:20](=[C:21]([C:26]([NH2:28])=[O:27])[CH:22]=[CH:23][CH:24]=2)[N:19]=[CH:18][N:17]=1.C(N(CC)CC)C. The catalyst is C(Cl)Cl. The product is [NH:7]([C:8]([NH:10][C:11]1[CH:12]=[C:13]([CH:29]=[CH:30][CH:31]=1)[CH2:14][NH:15][C:16]1[C:25]2[C:20](=[C:21]([C:26]([NH2:28])=[O:27])[CH:22]=[CH:23][CH:24]=2)[N:19]=[CH:18][N:17]=1)=[O:9])[C:1]1[CH:6]=[CH:5][CH:4]=[CH:3][CH:2]=1. The yield is 0.340. (2) The reactants are [CH3:1][O:2][C:3]1[CH:25]=[CH:24][C:6]([CH2:7][NH:8][C:9]2[C:18]3[C:13](=[CH:14][CH:15]=[C:16]([C:19]([O:21]CC)=[O:20])[CH:17]=3)[CH:12]=[CH:11][N:10]=2)=[CH:5][CH:4]=1.[OH-].[Na+]. The catalyst is CO. The product is [CH3:1][O:2][C:3]1[CH:4]=[CH:5][C:6]([CH2:7][NH:8][C:9]2[C:18]3[C:13](=[CH:14][CH:15]=[C:16]([C:19]([OH:21])=[O:20])[CH:17]=3)[CH:12]=[CH:11][N:10]=2)=[CH:24][CH:25]=1. The yield is 0.830. (3) The reactants are C(OC([NH:8][C:9]1[S:13][C:12](Br)=[N:11][C:10]=1[C:15]([NH:17][C:18]1[CH:19]=[N:20][N:21]([CH3:40])[C:22]=1[N:23]1[CH2:29][C:28]([F:31])([F:30])[CH2:27][CH:26]([NH:32]C(=O)OC(C)(C)C)[CH2:25][CH2:24]1)=[O:16])=O)(C)(C)C.[F:41][C:42]1[CH:43]=[N:44][CH:45]=[C:46]([F:61])[C:47]=1[Sn](CCCC)(CCCC)CCCC. No catalyst specified. The product is [NH2:8][C:9]1[S:13][C:12]([C:47]2[C:46]([F:61])=[CH:45][N:44]=[CH:43][C:42]=2[F:41])=[N:11][C:10]=1[C:15]([NH:17][C:18]1[CH:19]=[N:20][N:21]([CH3:40])[C:22]=1[N:23]1[CH2:24][CH2:25][CH:26]([NH2:32])[CH2:27][C:28]([F:30])([F:31])[CH2:29]1)=[O:16]. The yield is 0.430. (4) The reactants are [CH3:1][O:2][C:3]1[CH:4]=[C:5]2[C:10](=[CH:11][C:12]=1[O:13][CH3:14])[N:9]=[CH:8][N:7]=[C:6]2[O:15][C:16]1[CH:22]=[CH:21][C:19]([NH2:20])=[C:18]([N+:23]([O-:25])=[O:24])[CH:17]=1.Cl[C:27](Cl)([O:29]C(=O)OC(Cl)(Cl)Cl)Cl.[CH3:38][CH2:39][CH:40]([OH:44])[CH2:41][C:42]#[CH:43].C(=O)(O)[O-].[Na+]. The yield is 0.850. The product is [CH3:1][O:2][C:3]1[CH:4]=[C:5]2[C:10](=[CH:11][C:12]=1[O:13][CH3:14])[N:9]=[CH:8][N:7]=[C:6]2[O:15][C:16]1[CH:22]=[CH:21][C:19]([NH:20][C:27](=[O:29])[O:44][CH:40]([CH2:39][CH3:38])[CH2:41][C:42]#[CH:43])=[C:18]([N+:23]([O-:25])=[O:24])[CH:17]=1. The catalyst is C(Cl)Cl.C(N(CC)CC)C.C1(C)C=CC=CC=1. (5) The reactants are [NH2:1][C:2]1[C:7]([NH2:8])=[CH:6][CH:5]=[CH:4][N:3]=1.[CH3:9][C:10]([CH:12]=O)=O. The catalyst is C(O)C. The product is [CH3:12][C:10]1[N:1]=[C:2]2[N:3]=[CH:4][CH:5]=[CH:6][C:7]2=[N:8][CH:9]=1. The yield is 0.600. (6) The reactants are [S:1]1[CH:5]=[CH:4][N:3]=[CH:2]1.C([Mg]Cl)(C)C.[Cl-].[Li+].[O:13]=[C:14]1[C:22]2[C:17](=[CH:18][C:19]([C:23]([O:25][CH3:26])=[O:24])=[CH:20][CH:21]=2)[CH2:16][CH2:15]1. The catalyst is C1COCC1. The product is [OH:13][C:14]1([C:2]2[S:1][CH:5]=[CH:4][N:3]=2)[C:22]2[C:17](=[CH:18][C:19]([C:23]([O:25][CH3:26])=[O:24])=[CH:20][CH:21]=2)[CH2:16][CH2:15]1. The yield is 0.550. (7) The reactants are Cl[S:2]([N:5]=[C:6]=[O:7])(=[O:4])=[O:3].[CH2:8]([OH:15])[C:9]1[CH:14]=[CH:13][CH:12]=[CH:11][CH:10]=1.[NH2:16][C:17]1[CH:47]=[CH:46][C:20]2[NH:21][C:22]([C:27]3[C:28](=[O:45])[C:29]([CH2:42][CH2:43][CH3:44])([CH2:39][CH2:40][CH3:41])[C:30]4[C:35]([C:36]=3[OH:37])=[CH:34][C:33]([F:38])=[CH:32][CH:31]=4)=[N:23][S:24](=[O:26])(=[O:25])[C:19]=2[CH:18]=1.C(N(CC)CC)C. The catalyst is ClCCl. The product is [F:38][C:33]1[CH:34]=[C:35]2[C:30]([C:29]([CH2:39][CH2:40][CH3:41])([CH2:42][CH2:43][CH3:44])[C:28](=[O:45])[C:27]([C:22]3[NH:21][C:20]4[CH:46]=[CH:47][C:17]([NH:16][S:2]([NH:5][C:6](=[O:7])[O:15][CH2:8][C:9]5[CH:14]=[CH:13][CH:12]=[CH:11][CH:10]=5)(=[O:4])=[O:3])=[CH:18][C:19]=4[S:24](=[O:25])(=[O:26])[N:23]=3)=[C:36]2[OH:37])=[CH:31][CH:32]=1. The yield is 0.310. (8) The reactants are [C:1]([C:3]1[CH:11]=[CH:10][C:6]([C:7]([OH:9])=O)=[CH:5][CH:4]=1)#[N:2].[C:12]([NH2:16])([CH3:15])([CH3:14])[CH3:13].C(N(CC)CC)C.CN(C(ON1N=NC2C=CC=NC1=2)=[N+](C)C)C.F[P-](F)(F)(F)(F)F. The catalyst is CN(C=O)C. The product is [C:12]([NH:16][C:7](=[O:9])[C:6]1[CH:5]=[CH:4][C:3]([C:1]#[N:2])=[CH:11][CH:10]=1)([CH3:15])([CH3:14])[CH3:13]. The yield is 0.890. (9) The reactants are [N:1]([C:4]1[C:13]2[C:8](=[CH:9][CH:10]=[CH:11][CH:12]=2)[C:7]([C@H:14]2[N:18]3[C:19](=[O:31])[N:20]([CH2:23][CH2:24][N:25]4[CH2:30][CH2:29][O:28][CH2:27][CH2:26]4)[C:21](=[O:22])[C:17]43[CH2:32][N:33]([CH2:35][C:36]3[CH:41]=[CH:40][C:39]([O:42][CH3:43])=[C:38]([OH:44])[CH:37]=3)[CH2:34][C@H:16]4[CH2:15]2)=[CH:6][CH:5]=1)=[N+]=[N-].P(CCCC)(CCCC)CCCC.O.Cl. The catalyst is C1COCC1.C(OCC)(=O)C. The product is [NH2:1][C:4]1[C:13]2[C:8](=[CH:9][CH:10]=[CH:11][CH:12]=2)[C:7]([C@H:14]2[N:18]3[C:19](=[O:31])[N:20]([CH2:23][CH2:24][N:25]4[CH2:26][CH2:27][O:28][CH2:29][CH2:30]4)[C:21](=[O:22])[C:17]43[CH2:32][N:33]([CH2:35][C:36]3[CH:41]=[CH:40][C:39]([O:42][CH3:43])=[C:38]([OH:44])[CH:37]=3)[CH2:34][C@H:16]4[CH2:15]2)=[CH:6][CH:5]=1. The yield is 0.480.